Dataset: Forward reaction prediction with 1.9M reactions from USPTO patents (1976-2016). Task: Predict the product of the given reaction. (1) Given the reactants [CH:1]1([C:4]2[CH:5]=[N:6][C:7]([NH:14][C:15]3[CH:16]=[C:17]4[C:21](=[CH:22][CH:23]=3)[N:20]([CH2:24][CH:25]([CH3:27])[CH3:26])[N:19]=[CH:18]4)=[C:8]([CH:13]=2)[C:9]([O:11]C)=[O:10])[CH2:3][CH2:2]1.[OH-].[Na+].Cl, predict the reaction product. The product is: [CH:1]1([C:4]2[CH:5]=[N:6][C:7]([NH:14][C:15]3[CH:16]=[C:17]4[C:21](=[CH:22][CH:23]=3)[N:20]([CH2:24][CH:25]([CH3:27])[CH3:26])[N:19]=[CH:18]4)=[C:8]([CH:13]=2)[C:9]([OH:11])=[O:10])[CH2:2][CH2:3]1. (2) Given the reactants [C:1]([C:5]1[CH:6]=[C:7]([C:16]2[CH:17]=[C:18]([C:28]3[CH:33]=[CH:32][C:31]([C:34]([O:36]CC)=[O:35])=[CH:30][CH:29]=3)[CH:19]=[CH:20][C:21]=2[O:22][CH2:23][CH2:24][CH2:25][CH2:26][OH:27])[CH:8]=[CH:9][C:10]=1[N:11]1[CH2:15][CH2:14][CH2:13][CH2:12]1)([CH3:4])([CH3:3])[CH3:2].[OH-].[Na+], predict the reaction product. The product is: [C:1]([C:5]1[CH:6]=[C:7]([C:16]2[CH:17]=[C:18]([C:28]3[CH:33]=[CH:32][C:31]([C:34]([OH:36])=[O:35])=[CH:30][CH:29]=3)[CH:19]=[CH:20][C:21]=2[O:22][CH2:23][CH2:24][CH2:25][CH2:26][OH:27])[CH:8]=[CH:9][C:10]=1[N:11]1[CH2:12][CH2:13][CH2:14][CH2:15]1)([CH3:4])([CH3:2])[CH3:3]. (3) Given the reactants [Cl:1][C:2]1[CH:16]=[CH:15][C:5]([CH2:6][N:7]2[C:12](=[O:13])[C:11](Br)=[CH:10][N:9]=[CH:8]2)=[CH:4][CH:3]=1.[CH2:17]([O:24][C:25]1[CH:30]=[CH:29][C:28](B(O)O)=[CH:27][C:26]=1[F:34])[C:18]1[CH:23]=[CH:22][CH:21]=[CH:20][CH:19]=1.[Li+].[Cl-].C(=O)([O-])[O-].[Na+].[Na+], predict the reaction product. The product is: [Cl:1][C:2]1[CH:16]=[CH:15][C:5]([CH2:6][N:7]2[C:12](=[O:13])[C:11]([C:28]3[CH:29]=[CH:30][C:25]([O:24][CH2:17][C:18]4[CH:19]=[CH:20][CH:21]=[CH:22][CH:23]=4)=[C:26]([F:34])[CH:27]=3)=[CH:10][N:9]=[CH:8]2)=[CH:4][CH:3]=1.